Dataset: Forward reaction prediction with 1.9M reactions from USPTO patents (1976-2016). Task: Predict the product of the given reaction. (1) Given the reactants Cl.[F:2][C:3]1[CH:4]=[CH:5][C:6]2[N:7]([C:9]([C:12]3[N:20]=[C:19]4[C:15]([NH:16][C:17](=[O:35])[N:18]4[CH2:21][C@@H:22]4[CH2:27][CH2:26][CH2:25][N:24](C(OC(C)(C)C)=O)[CH2:23]4)=[CH:14][N:13]=3)=[CH:10][N:11]=2)[CH:8]=1, predict the reaction product. The product is: [F:2][C:3]1[CH:4]=[CH:5][C:6]2[N:7]([C:9]([C:12]3[N:20]=[C:19]4[C:15]([NH:16][C:17](=[O:35])[N:18]4[CH2:21][C@@H:22]4[CH2:27][CH2:26][CH2:25][NH:24][CH2:23]4)=[CH:14][N:13]=3)=[CH:10][N:11]=2)[CH:8]=1. (2) Given the reactants [CH3:1][C:2]1[CH:6]=[CH:5][S:4][C:3]=1[C:7]([OH:9])=[O:8].[CH3:10]O.S(=O)(=O)(O)O, predict the reaction product. The product is: [CH3:10][O:8][C:7]([C:3]1[S:4][CH:5]=[CH:6][C:2]=1[CH3:1])=[O:9]. (3) Given the reactants [CH2:1]([O:3][C:4](=[O:14])[C:5]1[CH:10]=[C:9]([F:11])[C:8](Cl)=[N:7][C:6]=1[Cl:13])[CH3:2].[C:15]([C:17]1[CH:22]=[CH:21][C:20]([OH:23])=[CH:19][CH:18]=1)#[N:16], predict the reaction product. The product is: [CH2:1]([O:3][C:4](=[O:14])[C:5]1[CH:10]=[C:9]([F:11])[C:8]([O:23][C:20]2[CH:21]=[CH:22][C:17]([C:15]#[N:16])=[CH:18][CH:19]=2)=[N:7][C:6]=1[Cl:13])[CH3:2]. (4) Given the reactants Br[C:2]1[CH:6]=[CH:5][O:4][C:3]=1[C:7](=[O:26])[C:8](=[N:12][NH:13][C:14]1[CH:19]=[CH:18][C:17]([N:20]2[CH:24]=[CH:23][CH:22]=[N:21]2)=[CH:16][C:15]=1[F:25])[C:9](=[O:11])[CH3:10].C(=O)([O-])[O-].[K+].[K+].O, predict the reaction product. The product is: [C:9]([C:8]1[C:7](=[O:26])[C:3]2[O:4][CH:5]=[CH:6][C:2]=2[N:13]([C:14]2[CH:19]=[CH:18][C:17]([N:20]3[CH:24]=[CH:23][CH:22]=[N:21]3)=[CH:16][C:15]=2[F:25])[N:12]=1)(=[O:11])[CH3:10]. (5) Given the reactants [Cl:1][C:2]1[CH:7]=[CH:6][C:5]([C:8]2[C:14]3[CH:15]=[C:16]([O:19][CH3:20])[CH:17]=[CH:18][C:13]=3[NH:12][C:11](=S)[CH:10]([CH2:22][C:23]([NH:25][CH:26]3[CH2:31][CH2:30][CH2:29][CH2:28][CH2:27]3)=[O:24])[N:9]=2)=[CH:4][CH:3]=1.O.[NH2:33][NH2:34].C[C:36]([CH3:42])(C)C([O-])([O-])[O-].CC1C=CC(S([O-])(=O)=O)=CC=1.C1C=C[NH+]=CC=1, predict the reaction product. The product is: [Cl:1][C:2]1[CH:7]=[CH:6][C:5]([C:8]2[C:14]3[CH:15]=[C:16]([O:19][CH3:20])[CH:17]=[CH:18][C:13]=3[N:12]3[C:36]([CH3:42])=[N:33][N:34]=[C:11]3[CH:10]([CH2:22][C:23]([NH:25][CH:26]3[CH2:31][CH2:30][CH2:29][CH2:28][CH2:27]3)=[O:24])[N:9]=2)=[CH:4][CH:3]=1. (6) The product is: [NH:7]([C:8]([NH:9][N:10]=[C:21]1[C:20]2[C:15](=[CH:16][CH:17]=[C:18]([S:23][CH2:24][CH2:25][CH2:26][C:27]3[CH:28]=[CH:29][C:30]([C:31]([OH:33])=[O:32])=[CH:34][CH:35]=3)[CH:19]=2)[N:14]([CH2:36][CH2:37][CH2:38][CH2:39][CH2:40][CH3:41])[C:13]1=[O:12])=[O:11])[C:1]1[CH:2]=[CH:3][CH:4]=[CH:5][CH:6]=1. Given the reactants [C:1]1([NH:7][C:8](=[O:11])[NH:9][NH2:10])[CH:6]=[CH:5][CH:4]=[CH:3][CH:2]=1.[O:12]=[C:13]1[C:21](=O)[C:20]2[C:15](=[CH:16][CH:17]=[C:18]([S:23][CH2:24][CH2:25][CH2:26][C:27]3[CH:35]=[CH:34][C:30]([C:31]([OH:33])=[O:32])=[CH:29][CH:28]=3)[CH:19]=2)[N:14]1[CH2:36][CH2:37][CH2:38][CH2:39][CH2:40][CH3:41], predict the reaction product. (7) Given the reactants O=C(N1C=CN=C1)N1C=CN=C1.[CH3:13][C:14]([O:17][C:18]([N:20]1[CH2:26][CH2:25][C:24]2[CH:27]=[CH:28][C:29]([O:31][C:32]3[N:37]=[CH:36][C:35]([C:38]([OH:40])=O)=[CH:34][CH:33]=3)=[CH:30][C:23]=2[CH2:22][CH2:21]1)=[O:19])([CH3:16])[CH3:15].O[NH:42]/[C:43](=[N:45]/[H])/[CH3:44], predict the reaction product. The product is: [CH3:44][C:43]1[N:45]=[C:38]([C:35]2[CH:34]=[CH:33][C:32]([O:31][C:29]3[CH:28]=[CH:27][C:24]4[CH2:25][CH2:26][N:20]([C:18]([O:17][C:14]([CH3:13])([CH3:16])[CH3:15])=[O:19])[CH2:21][CH2:22][C:23]=4[CH:30]=3)=[N:37][CH:36]=2)[O:40][N:42]=1.